Dataset: Forward reaction prediction with 1.9M reactions from USPTO patents (1976-2016). Task: Predict the product of the given reaction. (1) The product is: [Cl:1][C:2]1[CH:7]=[CH:6][C:5]([NH:8][C:9](=[O:16])[CH2:10][O:11][CH2:12][C:13]([N:38]([CH:39]2[CH2:40][CH2:41][CH2:42][CH2:43][CH2:44]2)[CH:32]2[CH2:37][CH2:36][CH2:35][CH2:34][CH2:33]2)=[O:15])=[C:4]([CH:3]=1)[C:17]([OH:19])=[O:18]. Given the reactants [Cl:1][C:2]1[CH:7]=[CH:6][C:5]([NH:8][C:9](=[O:16])[CH2:10][O:11][CH2:12][C:13]([OH:15])=O)=[C:4]([C:17]([O:19]C)=[O:18])[CH:3]=1.CN(C=O)C.C(Cl)(=O)C(Cl)=O.[CH:32]1([NH:38][CH:39]2[CH2:44][CH2:43][CH2:42][CH2:41][CH2:40]2)[CH2:37][CH2:36][CH2:35][CH2:34][CH2:33]1, predict the reaction product. (2) Given the reactants [NH:1]1[C:5]2=[N:6][CH:7]=[N:8][C:9](O)=[C:4]2[CH:3]=[N:2]1.P(Cl)(Cl)([Cl:13])=O.CN(C)C1C=CC=CC=1, predict the reaction product. The product is: [Cl:13][C:9]1[N:8]=[CH:7][N:6]=[C:5]2[NH:1][N:2]=[CH:3][C:4]=12. (3) Given the reactants [F:1][C:2]1[C:7]([F:8])=[C:6]([F:9])[C:5]([F:10])=[C:4]([F:11])[C:3]=1[C:12](=O)[CH3:13].[NH2:15][C:16]([NH2:18])=[S:17], predict the reaction product. The product is: [NH2:18][C:16]1[S:17][CH:13]=[C:12]([C:3]2[C:2]([F:1])=[C:7]([F:8])[C:6]([F:9])=[C:5]([F:10])[C:4]=2[F:11])[N:15]=1. (4) Given the reactants [CH3:1][O:2][C:3]1[CH:4]=[C:5]2[C:10](=[CH:11][C:12]=1[O:13][CH3:14])[N:9]=[CH:8][CH:7]=[C:6]2[O:15][C:16]1[CH:22]=[CH:21][C:19]([NH2:20])=[CH:18][CH:17]=1.Cl[C:24](Cl)([O:26][C:27](=[O:33])OC(Cl)(Cl)Cl)Cl.[CH3:35][C:36]1[CH:41]=[CH:40][C:39](CO)=[CH:38][CH:37]=1.C(=O)(O)[O-].[Na+], predict the reaction product. The product is: [CH3:1][O:2][C:3]1[CH:4]=[C:5]2[C:10](=[CH:11][C:12]=1[O:13][CH3:14])[N:9]=[CH:8][CH:7]=[C:6]2[O:15][C:16]1[CH:22]=[CH:21][C:19]([NH:20][C:27](=[O:33])[O:26][CH2:24][C:39]2[CH:40]=[CH:41][C:36]([CH3:35])=[CH:37][CH:38]=2)=[CH:18][CH:17]=1. (5) Given the reactants [NH:1]1[CH2:6][CH2:5][CH2:4][CH2:3][CH2:2]1.C(=O)([O-])[O-].[K+].[K+].CC(N(C)C)=O.[Br:19][C:20]1[C:21]([CH3:34])=[C:22]([CH3:33])[C:23]2[O:27][C:26]([CH2:29]I)([CH3:28])[CH2:25][C:24]=2[C:31]=1[CH3:32], predict the reaction product. The product is: [Br:19][C:20]1[C:21]([CH3:34])=[C:22]([CH3:33])[C:23]2[O:27][C:26]([CH2:28][N:1]3[CH2:6][CH2:5][CH2:4][CH2:3][CH2:2]3)([CH3:29])[CH2:25][C:24]=2[C:31]=1[CH3:32]. (6) Given the reactants [NH2:1][C@H:2]1[C:5]([CH3:7])([CH3:6])[N:4]([OH:8])[C:3]1=[O:9].C(N(CC)CC)C.Cl[C:18](=[O:55])/[C:19](=[N:45]\[O:46][CH2:47][C:48]([O:50][C:51]([CH3:54])([CH3:53])[CH3:52])=[O:49])/[C:20]1[N:21]=[C:22]([NH:25][C:26]([C:39]2[CH:44]=[CH:43][CH:42]=[CH:41][CH:40]=2)([C:33]2[CH:38]=[CH:37][CH:36]=[CH:35][CH:34]=2)[C:27]2[CH:32]=[CH:31][CH:30]=[CH:29][CH:28]=2)[S:23][CH:24]=1, predict the reaction product. The product is: [OH:8][N:4]1[C:3](=[O:9])[C@@H:2]([NH:1][C:18](=[O:55])/[C:19](=[N:45]\[O:46][CH2:47][C:48]([O:50][C:51]([CH3:53])([CH3:52])[CH3:54])=[O:49])/[C:20]2[N:21]=[C:22]([NH:25][C:26]([C:33]3[CH:34]=[CH:35][CH:36]=[CH:37][CH:38]=3)([C:39]3[CH:44]=[CH:43][CH:42]=[CH:41][CH:40]=3)[C:27]3[CH:28]=[CH:29][CH:30]=[CH:31][CH:32]=3)[S:23][CH:24]=2)[C:5]1([CH3:7])[CH3:6].